From a dataset of Forward reaction prediction with 1.9M reactions from USPTO patents (1976-2016). Predict the product of the given reaction. (1) Given the reactants [NH2:1][C:2]1[CH:7]=[CH:6][CH:5]=[C:4]([OH:8])[C:3]=1[NH:9][C:10](=[O:29])[C:11]1[CH:16]=[CH:15][C:14]([C:17]2[C:18](=[O:28])[N:19]([CH2:23][CH2:24][N:25]([CH3:27])[CH3:26])[CH:20]=[CH:21][CH:22]=2)=[CH:13][CH:12]=1.[Cl:30][C:31]1[CH:39]=[CH:38][C:34]([C:35](Cl)=[O:36])=[CH:33][CH:32]=1, predict the reaction product. The product is: [ClH:30].[Cl:30][C:31]1[CH:39]=[CH:38][C:34]([C:35]([NH:1][C:2]2[CH:7]=[CH:6][CH:5]=[C:4]([OH:8])[C:3]=2[NH:9][C:10](=[O:29])[C:11]2[CH:12]=[CH:13][C:14]([C:17]3[C:18](=[O:28])[N:19]([CH2:23][CH2:24][N:25]([CH3:26])[CH3:27])[CH:20]=[CH:21][CH:22]=3)=[CH:15][CH:16]=2)=[O:36])=[CH:33][CH:32]=1. (2) Given the reactants ClC1C=C(C=CC=1)C(OO)=[O:6].[N:12]1[CH:21]=[CH:20][CH:19]=[C:18]2[C:13]=1[C:14]1[N:24]3[O:25][CH2:26][CH2:27][CH2:28][C:23]3=[N:22][C:15]=1[CH:16]=[N:17]2, predict the reaction product. The product is: [N:12]1[CH:21]=[CH:20][CH:19]=[C:18]2[C:13]=1[C:14]1[N:24]3[O:25][CH2:26][CH2:27][CH2:28][C:23]3=[N:22][C:15]=1[CH:16]=[N+:17]2[O-:6]. (3) Given the reactants [Br:1][C:2]1[O:6][C:5]([CH:7]([S:10][C:11]2[CH:16]=[CH:15][CH:14]=[CH:13][CH:12]=2)[CH2:8][NH2:9])=[CH:4][CH:3]=1.[N:17]1[CH:22]=[CH:21][CH:20]=[CH:19][C:18]=1[C:23](O)=[O:24].CCN=C=NCCCN(C)C, predict the reaction product. The product is: [Br:1][C:2]1[O:6][C:5]([CH:7]([S:10][C:11]2[CH:12]=[CH:13][CH:14]=[CH:15][CH:16]=2)[CH2:8][NH:9][C:23]([C:18]2[CH:19]=[CH:20][CH:21]=[CH:22][N:17]=2)=[O:24])=[CH:4][CH:3]=1. (4) Given the reactants [NH2:1][C:2]1[N:7]=[C:6]([Cl:8])[C:5]([CH:9]=O)=[C:4](Cl)[N:3]=1.C(N(CC)CC)C.[NH2:19][NH2:20], predict the reaction product. The product is: [NH2:1][C:2]1[N:3]=[C:4]2[NH:19][N:20]=[CH:9][C:5]2=[C:6]([Cl:8])[N:7]=1. (5) Given the reactants C([S:4][CH:5]1[CH2:10][CH2:9][N:8]([C:11]2[S:12][CH:13]=[C:14]([C:16](=[O:18])[NH2:17])[N:15]=2)[CH2:7][CH2:6]1)(=O)C.C(O)(=O)C.NN.C1(P(O[C:40]2[C@H:41]([CH3:64])[C@H:42]3[C@@H:59]([C@H:60]([OH:62])[CH3:61])[C:58](=[O:63])[N:43]3[C:44]=2[C:45]([O:47][CH2:48][C:49]2[CH:54]=[CH:53][C:52]([N+:55]([O-:57])=[O:56])=[CH:51][CH:50]=2)=[O:46])(C2C=CC=CC=2)=O)C=CC=CC=1.C(N(C(C)C)CC)(C)C.C(=O)([O-])O.[Na+], predict the reaction product. The product is: [C:16]([C:14]1[N:15]=[C:11]([N:8]2[CH2:7][CH2:6][CH:5]([S:4][C:40]3[C@H:41]([CH3:64])[C@@H:42]4[C@@H:59]([C@H:60]([OH:62])[CH3:61])[C:58](=[O:63])[N:43]4[C:44]=3[C:45]([O:47][CH2:48][C:49]3[CH:50]=[CH:51][C:52]([N+:55]([O-:57])=[O:56])=[CH:53][CH:54]=3)=[O:46])[CH2:10][CH2:9]2)[S:12][CH:13]=1)(=[O:18])[NH2:17]. (6) Given the reactants [Cl:1][C:2]1[C:7]([OH:8])=[CH:6][CH:5]=[CH:4][N:3]=1.C([O-])(=O)C.[Na+].[Br:14]Br, predict the reaction product. The product is: [Br:14][C:4]1[N:3]=[C:2]([Cl:1])[C:7]([OH:8])=[CH:6][CH:5]=1. (7) Given the reactants [CH3:1][O:2][C:3]([C:5]1[CH:33]=[CH:32][C:8]2[CH:9]=[C:10]([C:12]([C:17]3[CH:22]=[CH:21][C:20]([O:23][CH2:24][C:25](=[O:30])[C:26]([CH3:29])([CH3:28])[CH3:27])=[C:19]([CH3:31])[CH:18]=3)([CH2:15][CH3:16])[CH2:13][CH3:14])[O:11][C:7]=2[CH:6]=1)=[O:4].[BH4-].[Na+].[CH2:36]1COCC1, predict the reaction product. The product is: [CH2:1]([O:2][C:3]([C:5]1[CH:33]=[CH:32][C:8]2[CH:9]=[C:10]([C:12]([CH2:13][CH3:14])([C:17]3[CH:22]=[CH:21][C:20]([O:23][CH2:24][CH:25]([OH:30])[C:26]([CH3:27])([CH3:28])[CH3:29])=[C:19]([CH3:31])[CH:18]=3)[CH2:15][CH3:16])[O:11][C:7]=2[CH:6]=1)=[O:4])[CH3:36].